From a dataset of Reaction yield outcomes from USPTO patents with 853,638 reactions. Predict the reaction yield, written as a fraction of the theoretical maximum amount of product (1.0 means a 100% yield; for example, 0.34 means a 34% yield). (1) The reactants are [C:1]1([OH:11])[C:10]2[C:5](=[CH:6][CH:7]=[CH:8][CH:9]=2)[CH:4]=[CH:3][CH:2]=1.[CH2:12]([O:15][C:16]1[C:23]([O:24][CH3:25])=[CH:22][C:19]([CH:20]=O)=[CH:18][C:17]=1[Br:26])[CH:13]=[CH2:14].[C:27](#[N:31])[CH2:28][C:29]#[N:30].N1CCCCC1. The catalyst is C(O)C.O. The product is [NH2:31][C:27]1[O:11][C:1]2[C:2]([CH:20]([C:19]3[CH:22]=[C:23]([O:24][CH3:25])[C:16]([O:15][CH2:12][CH:13]=[CH2:14])=[C:17]([Br:26])[CH:18]=3)[C:28]=1[C:29]#[N:30])=[CH:3][CH:4]=[C:5]1[CH:6]=[CH:7][CH:8]=[CH:9][C:10]=21. The yield is 0.800. (2) The reactants are Cl[C:2]1[CH:3]=[CH:4][C:5]([N+:18]([O-:20])=[O:19])=[C:6]([C:8]2[O:9][C:10]3[CH:16]=[CH:15][CH:14]=[C:13]([F:17])[C:11]=3[N:12]=2)[CH:7]=1.[F:21][C:22]1[CH:27]=[CH:26][C:25]([C:28]2[O:29][C:30]3[CH:40]=[C:39]([N:41]([CH3:46])[S:42]([CH3:45])(=[O:44])=[O:43])[C:38](B4OC(C)(C)C(C)(C)O4)=[CH:37][C:31]=3[C:32]=2[C:33]([NH:35][CH3:36])=[O:34])=[CH:24][CH:23]=1.CC(C1C=C(C(C)C)C(C2C=CC=CC=2P(C2CCCCC2)C2CCCCC2)=C(C(C)C)C=1)C.[O-]P([O-])([O-])=O.[K+].[K+].[K+]. The catalyst is O1CCOCC1.C1C=CC(/C=C/C(/C=C/C2C=CC=CC=2)=O)=CC=1.C1C=CC(/C=C/C(/C=C/C2C=CC=CC=2)=O)=CC=1.C1C=CC(/C=C/C(/C=C/C2C=CC=CC=2)=O)=CC=1.[Pd].[Pd]. The product is [F:17][C:13]1[C:11]2[N:12]=[C:8]([C:6]3[CH:7]=[C:2]([C:38]4[C:39]([N:41]([CH3:46])[S:42]([CH3:45])(=[O:44])=[O:43])=[CH:40][C:30]5[O:29][C:28]([C:25]6[CH:26]=[CH:27][C:22]([F:21])=[CH:23][CH:24]=6)=[C:32]([C:33]([NH:35][CH3:36])=[O:34])[C:31]=5[CH:37]=4)[CH:3]=[CH:4][C:5]=3[N+:18]([O-:20])=[O:19])[O:9][C:10]=2[CH:16]=[CH:15][CH:14]=1. The yield is 0.820. (3) The reactants are C(OC([N:8]1[CH2:13][CH2:12][N:11]([C:14]2[C:19]([NH2:20])=[N:18][CH:17]=[C:16]([O:21][CH2:22][C:23]3[CH:28]=[CH:27][CH:26]=[C:25]([Cl:29])[CH:24]=3)[N:15]=2)[CH2:10][CH2:9]1)=O)(C)(C)C.Cl. The catalyst is O1CCOCC1. The product is [Cl:29][C:25]1[CH:24]=[C:23]([CH:28]=[CH:27][CH:26]=1)[CH2:22][O:21][C:16]1[N:15]=[C:14]([N:11]2[CH2:10][CH2:9][NH:8][CH2:13][CH2:12]2)[C:19]([NH2:20])=[N:18][CH:17]=1. The yield is 0.170. (4) The reactants are Cl.[F:2][C:3]1[CH:10]=[CH:9][CH:8]=[C:7]([O:11][CH2:12][CH:13]2[CH2:18][CH2:17][NH:16][CH2:15][CH2:14]2)[C:4]=1[C:5]#[N:6].[Cl:19][C:20]1[CH:28]=[CH:27][CH:26]=[CH:25][C:21]=1[C:22](Cl)=[O:23].C(N(CC)CC)C. No catalyst specified. The product is [Cl:19][C:20]1[CH:28]=[CH:27][CH:26]=[CH:25][C:21]=1[C:22]([N:16]1[CH2:17][CH2:18][CH:13]([CH2:12][O:11][C:7]2[CH:8]=[CH:9][CH:10]=[C:3]([F:2])[C:4]=2[C:5]#[N:6])[CH2:14][CH2:15]1)=[O:23]. The yield is 0.860. (5) The reactants are [Br:1][C:2]1[CH:10]=[C:9]([CH2:11][Br:12])[CH:8]=[CH:7][C:3]=1[C:4](O)=[O:5].B.CO. The catalyst is C1COCC1. The product is [Br:1][C:2]1[CH:10]=[C:9]([CH2:11][Br:12])[CH:8]=[CH:7][C:3]=1[CH2:4][OH:5]. The yield is 0.870. (6) The reactants are [CH2:1]([N:8]1[C:12]([NH2:13])=[CH:11][CH:10]=[N:9]1)[C:2]1[CH:7]=[CH:6][CH:5]=[CH:4][CH:3]=1.[O:14]1[CH2:19][CH2:18][C:17](=O)[CH2:16][CH2:15]1.C(O[BH-](OC(=O)C)OC(=O)C)(=O)C.[Na+]. The catalyst is C(O)(=O)C. The product is [CH2:1]([N:8]1[C:12]([NH:13][CH:17]2[CH2:18][CH2:19][O:14][CH2:15][CH2:16]2)=[CH:11][CH:10]=[N:9]1)[C:2]1[CH:3]=[CH:4][CH:5]=[CH:6][CH:7]=1. The yield is 0.970.